From a dataset of Peptide-MHC class II binding affinity with 134,281 pairs from IEDB. Regression. Given a peptide amino acid sequence and an MHC pseudo amino acid sequence, predict their binding affinity value. This is MHC class II binding data. (1) The peptide sequence is VLAKSPDTTCSEIEE. The MHC is HLA-DQA10201-DQB10202 with pseudo-sequence HLA-DQA10201-DQB10202. The binding affinity (normalized) is 0.535. (2) The binding affinity (normalized) is 0.670. The peptide sequence is TPRYIPSTSISSSNI. The MHC is DRB1_0401 with pseudo-sequence DRB1_0401. (3) The peptide sequence is SAVIGTLAAAMFGAV. The MHC is DRB1_0802 with pseudo-sequence DRB1_0802. The binding affinity (normalized) is 0.429. (4) The peptide sequence is GFGMLLRKYGIAAENVIDVK. The MHC is DRB1_1201 with pseudo-sequence DRB1_1201. The binding affinity (normalized) is 0.488.